Dataset: Cav3 T-type calcium channel HTS with 100,875 compounds. Task: Binary Classification. Given a drug SMILES string, predict its activity (active/inactive) in a high-throughput screening assay against a specified biological target. (1) The drug is O=C(NC(CC(C)C)C(=O)N1CCN(CC1)c1ncccc1)C1CCC(CC1)C. The result is 0 (inactive). (2) The compound is S(=O)(=O)(NCC(=O)N(C(C(=O)NC1CCCCC1)CCC)Cc1occc1)c1ccccc1. The result is 0 (inactive).